This data is from Catalyst prediction with 721,799 reactions and 888 catalyst types from USPTO. The task is: Predict which catalyst facilitates the given reaction. (1) Reactant: [N:1]([CH2:4][C:5]([O:7][CH2:8][CH3:9])=[O:6])=[N+:2]=[N-:3].[CH3:10][C:11]([S:14]([NH:16][C@@H:17]([C:20]1[CH:25]=[CH:24][C:23]([O:26][CH2:27][C:28]([F:31])([F:30])[F:29])=[CH:22][N:21]=1)[C:18]#[CH:19])=[O:15])([CH3:13])[CH3:12].O=C1O[C@H]([C@H](CO)O)C([O-])=C1O.[Na+].C(O)CCC.O. Product: [CH2:8]([O:7][C:5](=[O:6])[CH2:4][N:1]1[CH:19]=[C:18]([C@H:17]([NH:16][S:14]([C:11]([CH3:13])([CH3:12])[CH3:10])=[O:15])[C:20]2[CH:25]=[CH:24][C:23]([O:26][CH2:27][C:28]([F:31])([F:29])[F:30])=[CH:22][N:21]=2)[N:3]=[N:2]1)[CH3:9]. The catalyst class is: 6. (2) Reactant: [CH2:1]=[CH:2][CH2:3][CH2:4][CH:5]([N:10]=[C:11]([C:13]1[C:30]2=[C:31]3[C:20]([C:21]4[C:32]5[C:25](=[CH:26][CH:27]=[CH:28][C:29]2=5)[CH:24]=[CH:23][CH:22]=4)=[CH:19][CH:18]=[C:17]([C:33]([OH:35])=[O:34])[C:16]3=[C:15]([C:36]([OH:38])=[O:37])[C:14]=1[C:39](=[N:41][CH:42]([CH2:47][CH2:48][CH:49]=[CH2:50])[CH2:43][CH2:44][CH:45]=[CH2:46])[OH:40])[OH:12])[CH2:6][CH2:7][CH:8]=[CH2:9].[CH3:51][Si:52]([CH3:62])([CH3:61])[O:53][Si:54]([CH3:60])([CH3:59])[O:55][SiH:56]([CH3:58])[CH3:57]. Product: [CH3:51][Si:52]([CH3:61])([CH3:62])[O:53][Si:54]([CH3:60])([CH3:59])[O:55][Si:56]([CH2:9][CH2:8][CH2:7][CH2:6][CH:5]([CH2:4][CH2:3][CH2:2][CH2:1][Si:56]([CH3:58])([CH3:57])[O:55][Si:54]([CH3:60])([CH3:59])[O:53][Si:52]([CH3:62])([CH3:61])[CH3:51])[N:10]=[C:11]([C:13]1[C:30]2=[C:31]3[C:20]([C:21]4[C:32]5[C:25](=[CH:26][CH:27]=[CH:28][C:29]2=5)[CH:24]=[CH:23][CH:22]=4)=[CH:19][CH:18]=[C:17]([C:33]([OH:35])=[O:34])[C:16]3=[C:15]([C:36]([OH:38])=[O:37])[C:14]=1[C:39](=[N:41][CH:42]([CH2:47][CH2:48][CH2:49][CH2:50][Si:56]([CH3:57])([CH3:58])[O:55][Si:54]([CH3:60])([CH3:59])[O:53][Si:52]([CH3:61])([CH3:62])[CH3:51])[CH2:43][CH2:44][CH2:45][CH2:46][Si:56]([CH3:57])([CH3:58])[O:55][Si:54]([CH3:60])([CH3:59])[O:53][Si:52]([CH3:61])([CH3:62])[CH3:51])[OH:40])[OH:12])([CH3:57])[CH3:58]. The catalyst class is: 11.